From a dataset of Forward reaction prediction with 1.9M reactions from USPTO patents (1976-2016). Predict the product of the given reaction. (1) Given the reactants [CH2:1]=[CH:2][CH2:3][CH3:4].[CH2:5]([Al](CC(C)C)CC(C)C)[CH:6](C)C.[Al].C=C, predict the reaction product. The product is: [CH2:1]=[CH:2][CH3:3].[CH2:1]=[CH:2][CH2:3][CH3:4].[CH2:5]=[CH2:6]. (2) Given the reactants [Br:1][C:2]1[C:3](/[CH:9]=[N:10]\[S@:11]([C:13]([CH3:16])([CH3:15])[CH3:14])=[O:12])=[N:4][C:5]([Br:8])=[CH:6][CH:7]=1.[Cl-].[F:18][C:19]1[CH:20]=[C:21]([CH:24]=[CH:25][CH:26]=1)[CH2:22][Zn+], predict the reaction product. The product is: [Br:1][C:2]1[C:3]([C@@H:9]([NH:10][S@:11]([C:13]([CH3:16])([CH3:15])[CH3:14])=[O:12])[CH2:22][C:21]2[CH:24]=[CH:25][CH:26]=[C:19]([F:18])[CH:20]=2)=[N:4][C:5]([Br:8])=[CH:6][CH:7]=1.